This data is from Catalyst prediction with 721,799 reactions and 888 catalyst types from USPTO. The task is: Predict which catalyst facilitates the given reaction. (1) Reactant: F[C:2]1[CH:7]=[CH:6][C:5]([C:8]([F:11])([F:10])[F:9])=[CH:4][C:3]=1[N+:12]([O-:14])=[O:13].CN1CCCC1=O.[CH:22]([NH2:25])([CH3:24])[CH3:23]. Product: [CH:22]([NH:25][C:2]1[CH:7]=[CH:6][C:5]([C:8]([F:11])([F:10])[F:9])=[CH:4][C:3]=1[N+:12]([O-:14])=[O:13])([CH3:24])[CH3:23]. The catalyst class is: 6. (2) Reactant: [NH2:1][C:2]1[CH:3]=[C:4]([CH:21]=[CH:22][C:23]=1[O:24][CH:25]1[CH2:27][CH2:26]1)[C:5]([NH:7][C:8]1[CH:9]=[N:10][C:11]([C:14]2[CH:19]=[CH:18][CH:17]=[CH:16][C:15]=2[F:20])=[CH:12][CH:13]=1)=[O:6].[N:28]1([CH2:33][C:34](O)=[O:35])[CH:32]=[CH:31][CH:30]=[N:29]1.C1CN([P+](ON2N=NC3C=CC=CC2=3)(N2CCCC2)N2CCCC2)CC1.F[P-](F)(F)(F)(F)F.C(N(C(C)C)C(C)C)C. Product: [CH:25]1([O:24][C:23]2[CH:22]=[CH:21][C:4]([C:5]([NH:7][C:8]3[CH:9]=[N:10][C:11]([C:14]4[CH:19]=[CH:18][CH:17]=[CH:16][C:15]=4[F:20])=[CH:12][CH:13]=3)=[O:6])=[CH:3][C:2]=2[NH:1][C:34](=[O:35])[CH2:33][N:28]2[CH:32]=[CH:31][CH:30]=[N:29]2)[CH2:26][CH2:27]1. The catalyst class is: 3. (3) Reactant: [O:1]=[C:2]1[C:10](=[O:11])[C:9]2[C:4](=[CH:5][CH:6]=[CH:7][CH:8]=2)[N:3]1[CH:12]([CH2:16][CH:17]([CH3:19])[CH3:18])[C:13]([OH:15])=O.[S:20]1[CH:24]=[CH:23][N:22]=[C:21]1[NH2:25].C(N(CC)C(C)C)(C)C.F[P-](F)(F)(F)(F)F.N1(O[P+](N(C)C)(N(C)C)N(C)C)C2C=CC=CC=2N=N1. Product: [S:20]1[CH:24]=[CH:23][N:22]=[C:21]1[NH:25][C:13](=[O:15])[CH:12]([N:3]1[C:4]2[C:9](=[CH:8][CH:7]=[CH:6][CH:5]=2)[C:10](=[O:11])[C:2]1=[O:1])[CH2:16][CH:17]([CH3:19])[CH3:18]. The catalyst class is: 42. (4) Reactant: [Cl:1][C:2]1[N:3]=[C:4]([C:9]([OH:11])=O)[NH:5][C:6]=1[CH2:7][CH3:8].S(Cl)(Cl)=O.[NH2:16][C:17]1[CH:22]=[CH:21][C:20]([C:23]2[O:24][CH:25]=[C:26]([C:28]([O:30][CH3:31])=[O:29])[N:27]=2)=[CH:19][C:18]=1[CH3:32]. Product: [Cl:1][C:2]1[N:3]=[C:4]([C:9]([NH:16][C:17]2[CH:22]=[CH:21][C:20]([C:23]3[O:24][CH:25]=[C:26]([C:28]([O:30][CH3:31])=[O:29])[N:27]=3)=[CH:19][C:18]=2[CH3:32])=[O:11])[NH:5][C:6]=1[CH2:7][CH3:8]. The catalyst class is: 17. (5) Reactant: Cl.[NH2:2][C:3]([NH2:5])=[NH:4].[H-].[Na+].Cl[C:9]1[C:18]2[C:13](=[CH:14][CH:15]=[C:16]([S:19]([NH:22][C:23]3[CH:24]=[C:25]([CH:33]=[CH:34][CH:35]=3)[C:26]([O:28][C:29]([CH3:32])([CH3:31])[CH3:30])=[O:27])(=[O:21])=[O:20])[CH:17]=2)[C:12]([Cl:36])=[CH:11][N:10]=1.O. Product: [Cl:36][C:12]1[C:13]2[C:18](=[CH:17][C:16]([S:19]([NH:22][C:23]3[CH:24]=[C:25]([CH:33]=[CH:34][CH:35]=3)[C:26]([O:28][C:29]([CH3:31])([CH3:32])[CH3:30])=[O:27])(=[O:21])=[O:20])=[CH:15][CH:14]=2)[C:9]([NH:4][C:3]([NH2:5])=[NH:2])=[N:10][CH:11]=1. The catalyst class is: 16.